Dataset: Catalyst prediction with 721,799 reactions and 888 catalyst types from USPTO. Task: Predict which catalyst facilitates the given reaction. (1) Reactant: [C:1]([N:8]1[CH2:12][C:11](=O)[CH:10]([C:14]#[N:15])[CH2:9]1)([O:3][C:4]([CH3:7])([CH3:6])[CH3:5])=O.Cl.[NH2:17][NH2:18].C([O-])(O)=O.[Na+].[OH2:24]. The catalyst class is: 8. Product: [NH2:15][C:14]1[C:10]2[CH2:9][N:8]([C:1]([O:3][C:4]([CH3:7])([CH3:6])[CH3:5])=[O:24])[CH2:12][C:11]=2[NH:17][N:18]=1. (2) Reactant: [Br:1][C:2]1[N:7]=[C:6]([C@:8]([NH:15][S@@:16]([C:18]([CH3:21])([CH3:20])[CH3:19])=[O:17])([CH2:12][CH:13]=[O:14])[CH:9]([F:11])[F:10])[C:5]([F:22])=[CH:4][CH:3]=1.[F:23][C:24]([Si](C)(C)C)([F:26])[F:25].[F-].C([N+](CCCC)(CCCC)CCCC)CCC.Cl. Product: [Br:1][C:2]1[N:7]=[C:6]([C@@:8]([NH:15][S@@:16]([C:18]([CH3:19])([CH3:21])[CH3:20])=[O:17])([CH2:12][C@@H:13]([OH:14])[C:24]([F:26])([F:25])[F:23])[CH:9]([F:11])[F:10])[C:5]([F:22])=[CH:4][CH:3]=1. The catalyst class is: 20. (3) Reactant: [C:1]([C:5]1[CH:6]=[C:7]([CH2:15][CH2:16][C:17]2[CH:18]=[C:19]([CH:22]=[C:23]([CH2:25][CH2:26][C:27]3[CH:32]=[C:31]([C:33]([CH3:36])([CH3:35])[CH3:34])[CH:30]=[C:29]([C:37]([CH3:40])([CH3:39])[CH3:38])[CH:28]=3)[CH:24]=2)[CH2:20][OH:21])[CH:8]=[C:9]([C:11]([CH3:14])([CH3:13])[CH3:12])[CH:10]=1)([CH3:4])([CH3:3])[CH3:2].[Cr](Cl)([O-])(=O)=O.[NH+]1C=CC=CC=1. Product: [C:33]([C:31]1[CH:32]=[C:27]([CH2:26][CH2:25][C:23]2[CH:22]=[C:19]([CH:18]=[C:17]([CH2:16][CH2:15][C:7]3[CH:8]=[C:9]([C:11]([CH3:14])([CH3:13])[CH3:12])[CH:10]=[C:5]([C:1]([CH3:4])([CH3:3])[CH3:2])[CH:6]=3)[CH:24]=2)[CH:20]=[O:21])[CH:28]=[C:29]([C:37]([CH3:38])([CH3:39])[CH3:40])[CH:30]=1)([CH3:34])([CH3:35])[CH3:36]. The catalyst class is: 4. (4) Reactant: [CH3:1][C:2]([CH3:31])([CH3:30])[C:3]#[C:4][C:5]1[S:9][C:8]([C:10]([O:12][CH3:13])=[O:11])=[C:7]([N:14]([C@@H:24]([CH3:29])[CH2:25][C:26](O)=[O:27])[C:15]([C@H:17]2[CH2:22][CH2:21][C@H:20]([CH3:23])[CH2:19][CH2:18]2)=[O:16])[CH:6]=1.C(Cl)CCl.C1C=CC2N(O)N=NC=2C=1.[CH2:46]([N:48](CC)[CH2:49]C)C.CNC. Product: [CH3:46][N:48]([CH3:49])[C:26](=[O:27])[CH2:25][C@@H:24]([N:14]([C:7]1[CH:6]=[C:5]([C:4]#[C:3][C:2]([CH3:31])([CH3:30])[CH3:1])[S:9][C:8]=1[C:10]([O:12][CH3:13])=[O:11])[C:15]([C@H:17]1[CH2:22][CH2:21][C@H:20]([CH3:23])[CH2:19][CH2:18]1)=[O:16])[CH3:29]. The catalyst class is: 2.